This data is from Catalyst prediction with 721,799 reactions and 888 catalyst types from USPTO. The task is: Predict which catalyst facilitates the given reaction. (1) Reactant: [OH:1][CH:2]1[CH:7]([C:8]2[CH:13]=[CH:12][C:11]([OH:14])=[CH:10][CH:9]=2)[CH2:6][CH2:5][N:4]([C:15]([O:17][C:18]([CH3:21])([CH3:20])[CH3:19])=[O:16])[CH2:3]1.[CH2:22]([Br:25])[C:23]#[CH:24].C(=O)([O-])[O-].[K+].[K+]. Product: [OH:1][CH:2]1[CH:7]([C:8]2[CH:9]=[CH:10][C:11]([O:14][CH2:24][C:23]#[CH:22])=[CH:12][CH:13]=2)[CH2:6][CH2:5][N:4]([C:15]([O:17][C:18]([CH3:21])([CH3:20])[CH3:19])=[O:16])[CH2:3]1.[Br:25][CH2:22][C:23]1[CH:6]=[CH:7][C:8]2[C:9](=[CH:10][CH:11]=[CH:12][CH:13]=2)[CH:24]=1. The catalyst class is: 21. (2) Product: [C:1]([N:4]1[C:13]2[C:8](=[CH:9][C:10]([C:14]([NH:15][CH3:16])=[O:17])=[CH:11][CH:12]=2)[CH:7]([NH2:18])[CH:6]([CH3:29])[CH:5]1[CH2:30][CH3:31])(=[O:3])[CH3:2]. The catalyst class is: 29. Reactant: [C:1]([N:4]1[C:13]2[C:8](=[CH:9][C:10]([C:14](=[O:17])[NH:15][CH3:16])=[CH:11][CH:12]=2)[C@H:7]([NH:18]C(=O)OCC2C=CC=CC=2)[C@@H:6]([CH3:29])[C@@H:5]1[CH2:30][CH3:31])(=[O:3])[CH3:2]. (3) Reactant: [CH3:1][O:2][N:3]([CH3:15])[C:4]([C:6]1[C:14]2[C:9](=[N:10][CH:11]=[CH:12][CH:13]=2)[NH:8][CH:7]=1)=[O:5].[H-].[Na+].[CH:18]([Si:21](Cl)([CH:25]([CH3:27])[CH3:26])[CH:22]([CH3:24])[CH3:23])([CH3:20])[CH3:19]. Product: [CH3:1][O:2][N:3]([CH3:15])[C:4]([C:6]1[C:14]2[C:9](=[N:10][CH:11]=[CH:12][CH:13]=2)[N:8]([Si:21]([CH:25]([CH3:27])[CH3:26])([CH:22]([CH3:24])[CH3:23])[CH:18]([CH3:20])[CH3:19])[CH:7]=1)=[O:5]. The catalyst class is: 3. (4) Reactant: [Br:1][C:2]1[CH:7]=[C:6]([F:8])[CH:5]=[C:4]([N+:9]([O-:11])=[O:10])[C:3]=1[CH3:12].CO[CH:15](OC)[N:16]([CH3:18])[CH3:17].N1CC[CH2:23][CH2:22]1. Product: [Br:1][C:2]1[CH:7]=[C:6]([F:8])[CH:5]=[C:4]([N+:9]([O-:11])=[O:10])[C:3]=1[CH:12]=[CH:18][N:16]1[CH2:15][CH2:23][CH2:22][CH2:17]1. The catalyst class is: 13. (5) Reactant: [CH3:1][O:2][CH2:3][CH2:4][O:5][C:6]1[N:11]=[C:10]([C:12]#[N:13])[CH:9]=[C:8]([C:14]2[CH:15]=[N:16][C:17]([C:20]([F:23])([F:22])[F:21])=[CH:18][CH:19]=2)[CH:7]=1.[ClH:24]. Product: [ClH:24].[CH3:1][O:2][CH2:3][CH2:4][O:5][C:6]1[N:11]=[C:10]([CH2:12][NH2:13])[CH:9]=[C:8]([C:14]2[CH:15]=[N:16][C:17]([C:20]([F:23])([F:21])[F:22])=[CH:18][CH:19]=2)[CH:7]=1. The catalyst class is: 43. (6) Reactant: [Cl:1]S([N:5]=[C:6]=[O:7])(=O)=O.[C:8]([OH:12])([CH3:11])([CH3:10])[CH3:9].[CH2:13]1[N:18]2[CH2:19][CH2:20][N:15]([CH2:16][CH2:17]2)[CH2:14]1. Product: [C:8]([O:12][C:6]([NH-:5])=[O:7])([CH3:11])([CH3:10])[CH3:9].[N:15]12[CH2:20][CH2:19][N:18]([CH2:17][CH2:16]1)[CH2:13][CH2:14]2.[ClH:1]. The catalyst class is: 11.